Predict hERG channel inhibition at various concentrations. From a dataset of hERG Central: cardiac toxicity at 1µM, 10µM, and general inhibition. (1) The molecule is O=C(NCc1cccnc1)c1sc2cc(Cl)ccc2c1Cl. Results: hERG_inhib (hERG inhibition (general)): blocker. (2) The drug is CCc1ccc(NC(=O)NCCN2CCc3ccccc3C2)cc1. Results: hERG_inhib (hERG inhibition (general)): blocker. (3) The compound is COCCCn1c(SCC(=O)Nc2cccc(C)n2)nnc1-c1ccco1. Results: hERG_inhib (hERG inhibition (general)): blocker. (4) The drug is CN1CCN(c2ccc(NC(=O)c3ccc4c(c3)OCCO4)cc2Cl)CC1. Results: hERG_inhib (hERG inhibition (general)): blocker. (5) The molecule is CC(C)c1ccc(CN2CCC(Oc3ccc(C(=O)N4CCCC4)cc3)CC2)cc1. Results: hERG_inhib (hERG inhibition (general)): blocker. (6) The drug is CCN1CCN(c2ccc(S(=O)(=O)N3CCCCC3)cc2NC(=O)COc2ccc(F)cc2Cl)CC1. Results: hERG_inhib (hERG inhibition (general)): blocker. (7) The drug is O=C(c1ccc2nsnc2c1)N1CCN(c2ccc([N+](=O)[O-])cc2)CC1. Results: hERG_inhib (hERG inhibition (general)): blocker. (8) Results: hERG_inhib (hERG inhibition (general)): blocker. The drug is COc1cccc(NC(=O)c2cc([N+](=O)[O-])ccc2N2CCN(C)CC2)c1.